Dataset: Reaction yield outcomes from USPTO patents with 853,638 reactions. Task: Predict the reaction yield, written as a fraction of the theoretical maximum amount of product (1.0 means a 100% yield; for example, 0.34 means a 34% yield). (1) The reactants are [C:1]1([N:7]=[C:8]=[O:9])[CH:6]=[CH:5][CH:4]=[CH:3][CH:2]=1.[F:10][C:11]1[CH:16]=[CH:15][CH:14]=[CH:13][C:12]=1[NH:17][C:18]1[O:22][C:21]([C:23]([NH:25][C:26]2[CH:27]=[N:28][C:29]([N:32]3[CH2:37][CH2:36][NH:35][CH2:34][CH2:33]3)=[CH:30][CH:31]=2)=[O:24])=[N:20][N:19]=1. The catalyst is CN(C=O)C. The product is [F:10][C:11]1[CH:16]=[CH:15][CH:14]=[CH:13][C:12]=1[NH:17][C:18]1[O:22][C:21]([C:23]([NH:25][C:26]2[CH:31]=[CH:30][C:29]([N:32]3[CH2:37][CH2:36][N:35]([C:8]([NH:7][C:1]4[CH:6]=[CH:5][CH:4]=[CH:3][CH:2]=4)=[O:9])[CH2:34][CH2:33]3)=[N:28][CH:27]=2)=[O:24])=[N:20][N:19]=1. The yield is 0.200. (2) The reactants are [CH3:1][C:2]([CH3:22])([CH3:21])[CH2:3][C:4]([NH:6][C:7]1[C:8]([CH3:20])=[CH:9][C:10]2[O:14][C:13]([CH3:16])([CH3:15])[C:12](=[O:17])[C:11]=2[C:18]=1[CH3:19])=[O:5]. The catalyst is C1COCC1.CCCCCC. The product is [CH3:1][C:2]([CH3:22])([CH3:21])[CH2:3][C:4]([NH:6][C:7]1[C:8]([CH3:20])=[CH:9][C:10]2[O:14][C:13]([CH3:15])([CH3:16])[CH:12]([OH:17])[C:11]=2[C:18]=1[CH3:19])=[O:5]. The yield is 0.820.